From a dataset of Peptide-MHC class I binding affinity with 185,985 pairs from IEDB/IMGT. Regression. Given a peptide amino acid sequence and an MHC pseudo amino acid sequence, predict their binding affinity value. This is MHC class I binding data. (1) The peptide sequence is SIYAGNTPK. The MHC is HLA-B15:09 with pseudo-sequence HLA-B15:09. The binding affinity (normalized) is 0.0847. (2) The peptide sequence is SYGCPTNPF. The binding affinity (normalized) is 0.213. The MHC is HLA-A30:02 with pseudo-sequence HLA-A30:02. (3) The peptide sequence is MTFPVSLEY. The MHC is HLA-B15:01 with pseudo-sequence HLA-B15:01. The binding affinity (normalized) is 0.651.